From a dataset of Forward reaction prediction with 1.9M reactions from USPTO patents (1976-2016). Predict the product of the given reaction. (1) Given the reactants [Cl:1][C:2]1[CH:25]=[CH:24][C:5]([CH2:6][N:7]2[C:15]3[C:10](=[CH:11][C:12]([CH:16]=[C:17]4[S:21][C:20](=[O:22])[NH:19][C:18]4=[O:23])=[CH:13][CH:14]=3)[CH:9]=[N:8]2)=[C:4]([C:26]([F:29])([F:28])[F:27])[CH:3]=1.[C:30]([O:34][C:35]([N:37]1[CH2:41][C@@H:40](O)[C@H:39]([F:43])[CH2:38]1)=[O:36])([CH3:33])([CH3:32])[CH3:31], predict the reaction product. The product is: [C:30]([O:34][C:35]([N:37]1[CH2:38][C@H:39]([F:43])[C@H:40]([N:19]2[C:18](=[O:23])[C:17](=[CH:16][C:12]3[CH:11]=[C:10]4[C:15](=[CH:14][CH:13]=3)[N:7]([CH2:6][C:5]3[CH:24]=[CH:25][C:2]([Cl:1])=[CH:3][C:4]=3[C:26]([F:27])([F:29])[F:28])[N:8]=[CH:9]4)[S:21][C:20]2=[O:22])[CH2:41]1)=[O:36])([CH3:33])([CH3:31])[CH3:32]. (2) The product is: [C:8]([O:12][CH2:16][C:5]1[N:4]=[N:3][C:2]([Cl:1])=[C:7]([CH:8]2[O:12][CH2:11][CH2:10][O:9]2)[C:6]=1[CH2:13][CH2:14][CH3:15])(=[O:9])[CH3:7]. Given the reactants [Cl:1][C:2]1[N:3]=[N+:4]([O-])[C:5]([CH3:16])=[C:6]([CH2:13][CH2:14][CH3:15])[C:7]=1[CH:8]1[O:12][CH2:11][CH2:10][O:9]1, predict the reaction product.